Task: Regression. Given a peptide amino acid sequence and an MHC pseudo amino acid sequence, predict their binding affinity value. This is MHC class I binding data.. Dataset: Peptide-MHC class I binding affinity with 185,985 pairs from IEDB/IMGT (1) The peptide sequence is LEHGLYPQL. The MHC is HLA-A31:01 with pseudo-sequence HLA-A31:01. The binding affinity (normalized) is 0.0847. (2) The peptide sequence is VTVTNVLLY. The MHC is HLA-A03:01 with pseudo-sequence HLA-A03:01. The binding affinity (normalized) is 0.628. (3) The peptide sequence is FMYTKHSML. The MHC is HLA-A68:02 with pseudo-sequence HLA-A68:02. The binding affinity (normalized) is 0.245. (4) The peptide sequence is SQHNYRPGYF. The MHC is HLA-B15:01 with pseudo-sequence HLA-B15:01. The binding affinity (normalized) is 0.793.